Predict the product of the given reaction. From a dataset of Forward reaction prediction with 1.9M reactions from USPTO patents (1976-2016). (1) Given the reactants [NH2:1][C:2]1[CH:10]=[C:9]([O:11][CH3:12])[CH:8]=[CH:7][C:3]=1[C:4]([OH:6])=[O:5].[Br:13]Br, predict the reaction product. The product is: [NH2:1][C:2]1[CH:10]=[C:9]([O:11][CH3:12])[C:8]([Br:13])=[CH:7][C:3]=1[C:4]([OH:6])=[O:5]. (2) Given the reactants Br[C:2]1[CH:3]=[C:4]([C:14]([NH:16][CH2:17][C:18]2[C:19](=[O:28])[NH:20][C:21]([CH3:27])=[CH:22][C:23]=2[CH2:24][CH2:25][CH3:26])=[O:15])[C:5]2[CH:6]=[N:7][N:8]([CH:11]3[CH2:13][CH2:12]3)[C:9]=2[CH:10]=1.[CH3:29][N:30]([CH3:47])[CH2:31][C:32]1[CH:37]=[CH:36][C:35](B2OC(C)(C)C(C)(C)O2)=[CH:34][CH:33]=1, predict the reaction product. The product is: [CH:11]1([N:8]2[C:9]3[CH:10]=[C:2]([C:35]4[CH:36]=[CH:37][C:32]([CH2:31][N:30]([CH3:47])[CH3:29])=[CH:33][CH:34]=4)[CH:3]=[C:4]([C:14]([NH:16][CH2:17][C:18]4[C:19](=[O:28])[NH:20][C:21]([CH3:27])=[CH:22][C:23]=4[CH2:24][CH2:25][CH3:26])=[O:15])[C:5]=3[CH:6]=[N:7]2)[CH2:13][CH2:12]1.